From a dataset of Full USPTO retrosynthesis dataset with 1.9M reactions from patents (1976-2016). Predict the reactants needed to synthesize the given product. Given the product [CH3:36][O:35][C:32]1[N:31]=[CH:30][C:29]([CH2:28][NH:27][C:37]2[N:38]=[C:39]([CH3:45])[C:40]([C:43]([C:2]3[C:10]4[CH:9]=[N:8][CH:7]=[N:6][C:5]=4[NH:4][CH:3]=3)=[O:44])=[CH:41][CH:42]=2)=[CH:34][CH:33]=1, predict the reactants needed to synthesize it. The reactants are: I[C:2]1[C:10]2[CH:9]=[N:8][CH:7]=[N:6][C:5]=2[N:4]([Si](C(C)C)(C(C)C)C(C)C)[CH:3]=1.C(OC(=O)[N:27]([C:37]1[CH:42]=[CH:41][C:40]([CH:43]=[O:44])=[C:39]([CH3:45])[N:38]=1)[CH2:28][C:29]1[CH:30]=[N:31][C:32]([O:35][CH3:36])=[CH:33][CH:34]=1)(C)(C)C.